Dataset: Forward reaction prediction with 1.9M reactions from USPTO patents (1976-2016). Task: Predict the product of the given reaction. (1) Given the reactants Br[C:2]1[CH:3]=[C:4]2[C:10]([C:11]3[CH:16]=[CH:15][CH:14]=[CH:13][CH:12]=3)=[N:9][N:8]([CH:17]3[CH2:22][CH2:21][CH2:20][CH2:19][O:18]3)[C:5]2=[CH:6][N:7]=1.C([Sn]([C:36]1[C:37](=[O:41])[O:38][CH2:39][CH:40]=1)(CCCC)CCCC)CCC, predict the reaction product. The product is: [C:11]1([C:10]2[C:4]3[C:5](=[CH:6][N:7]=[C:2]([C:40]4[CH2:39][O:38][C:37](=[O:41])[CH:36]=4)[CH:3]=3)[N:8]([CH:17]3[CH2:22][CH2:21][CH2:20][CH2:19][O:18]3)[N:9]=2)[CH:16]=[CH:15][CH:14]=[CH:13][CH:12]=1. (2) The product is: [CH3:27][O:26][C:21](=[O:25])[CH2:22][CH:23]([CH3:24])[CH:11]([S:8]([C:5]1[CH:4]=[CH:3][C:2]([Cl:1])=[CH:7][CH:6]=1)(=[O:10])=[O:9])[C:12]1[C:13]([F:20])=[CH:14][CH:15]=[C:16]([F:19])[C:17]=1[F:18]. Given the reactants [Cl:1][C:2]1[CH:7]=[CH:6][C:5]([S:8]([CH2:11][C:12]2[C:17]([F:18])=[C:16]([F:19])[CH:15]=[CH:14][C:13]=2[F:20])(=[O:10])=[O:9])=[CH:4][CH:3]=1.[C:21]([O:26][CH3:27])(=[O:25])/[CH:22]=[CH:23]/[CH3:24].CC(C)([O-])C.[K+].O, predict the reaction product. (3) Given the reactants [CH3:1][O:2][C:3]([C:5]1[N:6]=[C:7]([C:22]([F:25])([F:24])[F:23])[N:8]2[CH2:13][CH2:12][N:11](C(OC(C)(C)C)=O)[CH:10]([CH3:21])[C:9]=12)=[O:4].[ClH:26], predict the reaction product. The product is: [ClH:26].[CH3:1][O:2][C:3]([C:5]1[N:6]=[C:7]([C:22]([F:25])([F:24])[F:23])[N:8]2[CH2:13][CH2:12][NH:11][CH:10]([CH3:21])[C:9]=12)=[O:4].